Dataset: Full USPTO retrosynthesis dataset with 1.9M reactions from patents (1976-2016). Task: Predict the reactants needed to synthesize the given product. (1) Given the product [CH2:1]([N:3]1[C:7]([C:8]2[S:9][CH:10]=[CH:11][CH:12]=2)=[N:6][N:5]=[C:4]1[S:13]([CH3:14])(=[O:21])=[O:17])[CH3:2], predict the reactants needed to synthesize it. The reactants are: [CH2:1]([N:3]1[C:7]([C:8]2[S:9][CH:10]=[CH:11][CH:12]=2)=[N:6][N:5]=[C:4]1[S:13][CH3:14])[CH3:2].OO.[OH-:17].[Na+].C(O)(=[O:21])C. (2) Given the product [CH3:30][O:31][C:32]1[CH:37]=[CH:36][CH:35]=[CH:34][C:33]=1[NH:38][C:7]1[NH:8][C:3](=[O:2])[CH:4]=[C:5]([C:13]2[CH:29]=[CH:28][C:16]3[NH:17][C:18]([NH:20][C:21]([C:23]4[S:24][CH:25]=[CH:26][CH:27]=4)=[O:22])=[N:19][C:15]=3[CH:14]=2)[N:6]=1, predict the reactants needed to synthesize it. The reactants are: C[O:2][C:3]1[N:8]=[C:7](S(C)(=O)=O)[N:6]=[C:5]([C:13]2[CH:29]=[CH:28][C:16]3[NH:17][C:18]([NH:20][C:21]([C:23]4[S:24][CH:25]=[CH:26][CH:27]=4)=[O:22])=[N:19][C:15]=3[CH:14]=2)[CH:4]=1.[CH3:30][O:31][C:32]1[C:33]([NH2:38])=[CH:34][CH:35]=[CH:36][CH:37]=1. (3) Given the product [CH2:13]([C:15]([CH:5]([CH3:6])[CH3:7])([CH:21]([CH2:27][CH3:28])[C:22]([O:24][CH2:25][CH3:26])=[O:23])[C:16]([O:18][CH2:19][CH3:20])=[O:17])[CH3:14], predict the reactants needed to synthesize it. The reactants are: C(N[CH:5]([CH3:7])[CH3:6])(C)C.[Li]CCCC.[CH2:13]([CH:15]([CH:21]([CH2:27][CH3:28])[C:22]([O:24][CH2:25][CH3:26])=[O:23])[C:16]([O:18][CH2:19][CH3:20])=[O:17])[CH3:14].IC(C)C.CN(C)P(N(C)C)(N(C)C)=O.